From a dataset of Forward reaction prediction with 1.9M reactions from USPTO patents (1976-2016). Predict the product of the given reaction. (1) The product is: [NH2:14][C@@H:10]1[CH2:11][CH2:12][CH2:13][N:8]([C:6]2[N:7]=[C:2]([Cl:1])[C:3]([C:22]#[N:23])=[N:4][CH:5]=2)[CH2:9]1. Given the reactants [Cl:1][C:2]1[N:7]=[C:6]([N:8]2[CH2:13][CH2:12][CH2:11][C@@H:10]([NH:14]C(=O)OC(C)(C)C)[CH2:9]2)[CH:5]=[N:4][C:3]=1[C:22]#[N:23].Cl, predict the reaction product. (2) The product is: [F:6][C:5]([F:8])([F:7])[CH:4]([OH:3])[CH2:13][N+:10]([O-:12])=[O:11]. Given the reactants C([O:3][CH:4](O)[C:5]([F:8])([F:7])[F:6])C.[N+:10]([CH3:13])([O-:12])=[O:11].C([O-])([O-])=O.[K+].[K+], predict the reaction product. (3) Given the reactants [C:1]([O:5][C:6]1[CH:11]=[C:10]([C:12]2[C:20]3[C:15](=[N:16][CH:17]=[CH:18][CH:19]=3)[NH:14][CH:13]=2)[CH:9]=[C:8](Cl)[N:7]=1)([CH3:4])([CH3:3])[CH3:2].C(COC)OC.C(O)C.O.[C:32]1(B(O)O)[CH:37]=[CH:36][CH:35]=[CH:34][CH:33]=1.C(=O)([O-])[O-].[Na+].[Na+], predict the reaction product. The product is: [C:1]([O:5][C:6]1[CH:11]=[C:10]([C:12]2[C:20]3[C:15](=[N:16][CH:17]=[CH:18][CH:19]=3)[NH:14][CH:13]=2)[CH:9]=[C:8]([C:32]2[CH:37]=[CH:36][CH:35]=[CH:34][CH:33]=2)[N:7]=1)([CH3:4])([CH3:3])[CH3:2]. (4) Given the reactants [CH3:1][N:2]1[C:7]2=[CH:8][NH:9][C:10]([C:11]3[CH:12]=C(C=CC=3)C#N)=[C:6]2[C:5](=[O:19])[N:4]([CH3:20])[C:3]1=[O:21].BrC1[N:24]=[C:25]([CH3:28])[S:26]C=1, predict the reaction product. The product is: [CH3:1][N:2]1[C:7]2=[CH:8][NH:9][C:10]([C:11]3[N:24]=[C:25]([CH3:28])[S:26][CH:12]=3)=[C:6]2[C:5](=[O:19])[N:4]([CH3:20])[C:3]1=[O:21]. (5) Given the reactants [Cl:1][C:2]1[CH:7]=[C:6]([OH:8])[CH:5]=[CH:4][C:3]=1[CH:9]([CH3:25])[C:10]([C:16]1[CH:17]=[C:18]([CH3:24])[C:19](=[O:23])[N:20]([CH3:22])[CH:21]=1)([OH:15])[C:11]([F:14])([F:13])[F:12].F[C:27]1[CH:34]=[CH:33][C:30]([CH:31]=[O:32])=[CH:29][C:28]=1[C:35]([F:38])([F:37])[F:36].C(=O)([O-])[O-].[Cs+].[Cs+], predict the reaction product. The product is: [Cl:1][C:2]1[CH:7]=[C:6]([CH:5]=[CH:4][C:3]=1[CH:9]([CH3:25])[C:10]([C:16]1[CH:17]=[C:18]([CH3:24])[C:19](=[O:23])[N:20]([CH3:22])[CH:21]=1)([OH:15])[C:11]([F:13])([F:14])[F:12])[O:8][C:27]1[CH:34]=[CH:33][C:30]([CH:31]=[O:32])=[CH:29][C:28]=1[C:35]([F:36])([F:38])[F:37]. (6) Given the reactants [H-].[Al+3].[Li+].[H-].[H-].[H-].[CH2:7]([N:14]([CH2:22][CH2:23][CH:24]([C:36]1[CH:41]=[CH:40][C:39]([NH:42][C:43](OC)=O)=[CH:38][CH:37]=1)[C:25]1[CH:30]=[CH:29][C:28]([NH:31][C:32](OC)=O)=[CH:27][CH:26]=1)[CH2:15][C:16]1[CH:21]=[CH:20][CH:19]=[CH:18][CH:17]=1)[C:8]1[CH:13]=[CH:12][CH:11]=[CH:10][CH:9]=1.O.[OH-].[Na+], predict the reaction product. The product is: [CH2:7]([N:14]([CH2:22][CH2:23][CH:24]([C:25]1[CH:26]=[CH:27][C:28]([NH:31][CH3:32])=[CH:29][CH:30]=1)[C:36]1[CH:37]=[CH:38][C:39]([NH:42][CH3:43])=[CH:40][CH:41]=1)[CH2:15][C:16]1[CH:21]=[CH:20][CH:19]=[CH:18][CH:17]=1)[C:8]1[CH:9]=[CH:10][CH:11]=[CH:12][CH:13]=1. (7) Given the reactants [CH3:1][O:2][C:3]1[CH:4]=[C:5]([CH:27]=[CH:28][C:29]=1[O:30][CH3:31])[CH2:6][NH:7][C:8]1[N:13]2[N:14]=[C:15]([C:17]3[O:18][CH:19]=[CH:20][CH:21]=3)[N:16]=[C:12]2[CH:11]=[C:10]([C:22]([O:24]CC)=[CH2:23])[N:9]=1.O.[Br:33]N1C(=O)CCC1=O, predict the reaction product. The product is: [Br:33][CH2:24][C:22]([C:10]1[N:9]=[C:8]([NH:7][CH2:6][C:5]2[CH:27]=[CH:28][C:29]([O:30][CH3:31])=[C:3]([O:2][CH3:1])[CH:4]=2)[N:13]2[N:14]=[C:15]([C:17]3[O:18][CH:19]=[CH:20][CH:21]=3)[N:16]=[C:12]2[CH:11]=1)=[O:23]. (8) Given the reactants Br[C:2]1[CH:10]=[CH:9][CH:8]=[CH:7][C:3]=1[C:4]([OH:6])=[O:5].C([O-])([O-])=[O:12].[Na+].[Na+].CN[C@@H]1CCCC[C@H]1NC.Cl, predict the reaction product. The product is: [C:4]([OH:6])(=[O:5])[C:3]1[C:2](=[CH:10][CH:9]=[CH:8][CH:7]=1)[OH:12]. (9) Given the reactants [Br:1][CH2:2][C:3]([C:5]1[C:6](=[O:16])[O:7][C:8]2[C:13]([CH:14]=1)=[CH:12][CH:11]=[C:10]([F:15])[CH:9]=2)=[O:4].[CH3:17][C:18]1[CH:23]=[CH:22][CH:21]=[CH:20][N:19]=1, predict the reaction product. The product is: [Br-:1].[F:15][C:10]1[CH:9]=[C:8]2[C:13]([CH:14]=[C:5]([C:3](=[O:4])[CH2:2][N+:19]3[CH:20]=[CH:21][CH:22]=[CH:23][C:18]=3[CH3:17])[C:6](=[O:16])[O:7]2)=[CH:12][CH:11]=1.